From a dataset of Reaction yield outcomes from USPTO patents with 853,638 reactions. Predict the reaction yield, written as a fraction of the theoretical maximum amount of product (1.0 means a 100% yield; for example, 0.34 means a 34% yield). The reactants are Cl.[CH:2]([N:5]1[C:9]([C:10]2[N:19]=[C:18]3[N:12]([CH2:13][CH2:14][O:15][C:16]4[CH:23]=[C:22]([CH:24]5[CH2:29][CH2:28][NH:27][CH2:26][CH2:25]5)[CH:21]=[CH:20][C:17]=43)[CH:11]=2)=[N:8][C:7]([CH3:30])=[N:6]1)([CH3:4])[CH3:3].[CH3:31][N:32]([CH3:37])[C:33](=[O:36])[CH2:34]Cl. The catalyst is C(Cl)Cl.CCCC[N+](CCCC)(CCCC)CCCC.[I-]. The product is [CH:2]([N:5]1[C:9]([C:10]2[N:19]=[C:18]3[C:17]4[CH:20]=[CH:21][C:22]([CH:24]5[CH2:29][CH2:28][N:27]([CH2:34][C:33]([N:32]([CH3:37])[CH3:31])=[O:36])[CH2:26][CH2:25]5)=[CH:23][C:16]=4[O:15][CH2:14][CH2:13][N:12]3[CH:11]=2)=[N:8][C:7]([CH3:30])=[N:6]1)([CH3:4])[CH3:3]. The yield is 0.380.